From a dataset of Full USPTO retrosynthesis dataset with 1.9M reactions from patents (1976-2016). Predict the reactants needed to synthesize the given product. (1) The reactants are: [C:1]1([N:7]2[C:19]3[CH:18]=[CH:17][C:16]([C:20]4[CH:21]=[CH:22][C:23]5[NH:24][C:25]6[C:30]([C:31]=5[CH:32]=4)=[CH:29][CH:28]=[CH:27][CH:26]=6)=[CH:15][C:14]=3[C:13]3[C:8]2=[CH:9][CH:10]=[CH:11][CH:12]=3)[CH:6]=[CH:5][CH:4]=[CH:3][CH:2]=1.Br[C:34]1[CH:35]=[C:36]([C:40]2[N:45]=[C:44]([C:46]3[CH:51]=[CH:50][CH:49]=[CH:48][CH:47]=3)[CH:43]=[C:42]([C:52]3[CH:57]=[CH:56][CH:55]=[CH:54][CH:53]=3)[N:41]=2)[CH:37]=[CH:38][CH:39]=1.CC([O-])(C)C.[Na+].C(P(C(C)(C)C)C(C)(C)C)(C)(C)C. Given the product [C:52]1([C:42]2[CH:43]=[C:44]([C:46]3[CH:51]=[CH:50][CH:49]=[CH:48][CH:47]=3)[N:45]=[C:40]([C:36]3[CH:35]=[C:34]([N:24]4[C:23]5[CH:22]=[CH:21][C:20]([C:16]6[CH:17]=[CH:18][C:19]7[N:7]([C:1]8[CH:6]=[CH:5][CH:4]=[CH:3][CH:2]=8)[C:8]8[C:13]([C:14]=7[CH:15]=6)=[CH:12][CH:11]=[CH:10][CH:9]=8)=[CH:32][C:31]=5[C:30]5[C:25]4=[CH:26][CH:27]=[CH:28][CH:29]=5)[CH:39]=[CH:38][CH:37]=3)[N:41]=2)[CH:57]=[CH:56][CH:55]=[CH:54][CH:53]=1, predict the reactants needed to synthesize it. (2) Given the product [CH3:1][N:2]([CH3:8])[C@H:3]1[CH2:7][CH2:6][N:5]([C:17]2[C:18]([C:35]3[CH:40]=[CH:39][CH:38]=[CH:37][CH:36]=3)=[C:19]([CH3:34])[C:20]([C:32]#[N:33])=[C:21]3[C:25]=2[O:24][C:23]([C:26]2[CH:31]=[N:30][CH:29]=[CH:28][N:27]=2)=[N:22]3)[CH2:4]1, predict the reactants needed to synthesize it. The reactants are: [CH3:1][N:2]([CH3:8])[C@H:3]1[CH2:7][CH2:6][NH:5][CH2:4]1.C(N(CC)CC)C.F[C:17]1[C:18]([C:35]2[CH:40]=[CH:39][CH:38]=[CH:37][CH:36]=2)=[C:19]([CH3:34])[C:20]([C:32]#[N:33])=[C:21]2[C:25]=1[O:24][C:23]([C:26]1[CH:31]=[N:30][CH:29]=[CH:28][N:27]=1)=[N:22]2.